From a dataset of Full USPTO retrosynthesis dataset with 1.9M reactions from patents (1976-2016). Predict the reactants needed to synthesize the given product. (1) Given the product [Br:10][CH2:11][C@H:12]([OH:19])[CH2:13][C:14]([O:16][CH2:17][CH3:18])=[O:15], predict the reactants needed to synthesize it. The reactants are: OC(C)CC(OCC)=O.[Br:10][CH2:11][CH:12]([OH:19])[CH2:13][C:14]([O:16][CH2:17][CH3:18])=[O:15]. (2) The reactants are: C(O[C:6]([N:8]1[CH2:12][C:11](=[N:13][O:14][CH3:15])[CH2:10][C@H:9]1[C:16]([OH:18])=O)=[O:7])(C)(C)C.[C:19]1([C:28]2[CH:33]=[CH:32][CH:31]=[CH:30][CH:29]=2)[CH:24]=[CH:23][C:22](C(Cl)=O)=[CH:21][CH:20]=1.O[N:35]=[C:36]([NH2:45])[CH2:37][S:38][C:39]1[CH:44]=[CH:43][CH:42]=[CH:41][N:40]=1. Given the product [CH3:15][O:14][N:13]=[C:11]1[CH2:10][C@@H:9]([C:16]2[O:18][N:35]=[C:36]([CH2:37][S:38][C:39]3[CH:44]=[CH:43][CH:42]=[CH:41][N:40]=3)[N:45]=2)[N:8]([C:6]([C:31]2[CH:30]=[CH:29][C:28]([C:19]3[CH:20]=[CH:21][CH:22]=[CH:23][CH:24]=3)=[CH:33][CH:32]=2)=[O:7])[CH2:12]1, predict the reactants needed to synthesize it. (3) Given the product [C:1]1([NH:7][S:8]([C:11]2[CH:12]=[C:13]3[C:17](=[CH:18][CH:19]=2)[NH:16][C:15](=[O:20])[C:14]3=[CH:31][C:30]2[NH:29][CH:28]=[C:27]3[C:22](=[O:21])[O:23][CH2:24][CH2:25][C:26]=23)(=[O:10])=[O:9])[CH:2]=[CH:3][CH:4]=[CH:5][CH:6]=1, predict the reactants needed to synthesize it. The reactants are: [C:1]1([NH:7][S:8]([C:11]2[CH:12]=[C:13]3[C:17](=[CH:18][CH:19]=2)[NH:16][C:15](=[O:20])[CH2:14]3)(=[O:10])=[O:9])[CH:6]=[CH:5][CH:4]=[CH:3][CH:2]=1.[O:21]=[C:22]1[C:27]2=[CH:28][NH:29][C:30]([CH:31]=O)=[C:26]2[CH2:25][CH2:24][O:23]1. (4) Given the product [OH:18][C:19]1[CH:27]=[C:26]2[C:22]([C:23]([C:35]([F:37])([F:38])[F:36])=[N:24][N:25]2[C:28]([O:30][C:31]([CH3:33])([CH3:34])[CH3:32])=[O:29])=[CH:21][CH:20]=1, predict the reactants needed to synthesize it. The reactants are: [Si]([O:18][C:19]1[CH:27]=[C:26]2[C:22]([C:23]([C:35]([F:38])([F:37])[F:36])=[N:24][N:25]2[C:28]([O:30][C:31]([CH3:34])([CH3:33])[CH3:32])=[O:29])=[CH:21][CH:20]=1)(C(C)(C)C)(C1C=CC=CC=1)C1C=CC=CC=1.CCCC[N+](CCCC)(CCCC)CCCC.[F-].C1COCC1. (5) Given the product [CH3:13][N:14]([CH2:19][C:20]1[O:21][C:22]2[CH:29]=[CH:28][CH:27]=[CH:26][C:23]=2[C:24]=1[CH3:25])[C:15](=[O:18])/[CH:16]=[CH:17]/[C:2]1[CH:12]=[N:11][C:5]2[NH:6][CH2:7][CH2:8][CH2:9][NH:10][C:4]=2[CH:3]=1, predict the reactants needed to synthesize it. The reactants are: Br[C:2]1[CH:12]=[N:11][C:5]2[NH:6][CH2:7][CH2:8][CH2:9][NH:10][C:4]=2[CH:3]=1.[CH3:13][N:14]([CH2:19][C:20]1[O:21][C:22]2[CH:29]=[CH:28][CH:27]=[CH:26][C:23]=2[C:24]=1[CH3:25])[C:15](=[O:18])[CH:16]=[CH2:17].C(N(C(C)C)C(C)C)C.CC1C=CC=CC=1P(C1C=CC=CC=1C)C1C=CC=CC=1C. (6) The reactants are: [Br:1][C:2]1[C:3]2[N:4]([CH:9]=[CH:10][N:11]=2)[N:5]=[C:6]([Cl:8])[CH:7]=1.C1C(=O)N([I:19])C(=O)C1.C(O)(C(F)(F)F)=O. Given the product [Br:1][C:2]1[C:3]2[N:4]([C:9]([I:19])=[CH:10][N:11]=2)[N:5]=[C:6]([Cl:8])[CH:7]=1, predict the reactants needed to synthesize it.